From a dataset of Full USPTO retrosynthesis dataset with 1.9M reactions from patents (1976-2016). Predict the reactants needed to synthesize the given product. Given the product [C:15](=[O:16])([O:7][CH:1]1[CH2:6][CH2:5][CH2:4][CH2:3][CH2:2]1)[O:17][CH:18]([Cl:20])[CH3:19], predict the reactants needed to synthesize it. The reactants are: [CH:1]1([OH:7])[CH2:6][CH2:5][CH2:4][CH2:3][CH2:2]1.N1C=CC=CC=1.Cl[C:15]([O:17][CH:18]([Cl:20])[CH3:19])=[O:16].